From a dataset of Peptide-MHC class I binding affinity with 185,985 pairs from IEDB/IMGT. Regression. Given a peptide amino acid sequence and an MHC pseudo amino acid sequence, predict their binding affinity value. This is MHC class I binding data. (1) The peptide sequence is FPPTSFGPL. The MHC is HLA-A30:01 with pseudo-sequence HLA-A30:01. The binding affinity (normalized) is 0. (2) The peptide sequence is YQAVVPLVY. The MHC is HLA-B57:01 with pseudo-sequence HLA-B57:01. The binding affinity (normalized) is 0.121. (3) The peptide sequence is LLGDSDSVA. The MHC is HLA-A02:03 with pseudo-sequence HLA-A02:03. The binding affinity (normalized) is 0. (4) The peptide sequence is AYIDNYNKE. The MHC is HLA-A23:01 with pseudo-sequence HLA-A23:01. The binding affinity (normalized) is 0.